Task: Predict the reactants needed to synthesize the given product.. Dataset: Retrosynthesis with 50K atom-mapped reactions and 10 reaction types from USPTO Given the product CC(C)(C)OC(=O)N[C@@]12CC[C@H](F)[C@@H]1CNC2, predict the reactants needed to synthesize it. The reactants are: CC(C)(C)OC(=O)N[C@@]12CC[C@H](F)[C@@H]1CN(C(=O)OCc1ccccc1)C2.